Predict the reaction yield, written as a fraction of the theoretical maximum amount of product (1.0 means a 100% yield; for example, 0.34 means a 34% yield). From a dataset of Reaction yield outcomes from USPTO patents with 853,638 reactions. (1) The reactants are [F:1][C:2]1[CH:3]=[C:4]([CH:9]=[CH:10][C:11]=1[O:12][CH:13]1[CH2:17][CH2:16][N:15]([CH:18]2[CH2:23][CH2:22][N:21]([C:24]3[S:28][N:27]=[C:26]([CH:29]([CH3:31])[CH3:30])[N:25]=3)[CH2:20][CH2:19]2)[C:14]1=[O:32])[C:5]([O:7]C)=[O:6].[OH-].[Na+]. The catalyst is C1COCC1.CO.O. The product is [F:1][C:2]1[CH:3]=[C:4]([CH:9]=[CH:10][C:11]=1[O:12][CH:13]1[CH2:17][CH2:16][N:15]([CH:18]2[CH2:23][CH2:22][N:21]([C:24]3[S:28][N:27]=[C:26]([CH:29]([CH3:30])[CH3:31])[N:25]=3)[CH2:20][CH2:19]2)[C:14]1=[O:32])[C:5]([OH:7])=[O:6]. The yield is 0.980. (2) The reactants are C1(C)C=CC=CC=1.O.C1(C)C=CC(S(O)(=O)=O)=CC=1.[Br:20][C:21]1[C:26]([OH:27])=[C:25]([NH:28][C:29](=O)[C:30]([CH3:33])([CH3:32])[CH3:31])[C:24]([C:35]#[N:36])=[C:23]([CH3:37])[C:22]=1[C:38]1[CH:43]=[CH:42][CH:41]=[C:40]([OH:44])[CH:39]=1. The catalyst is O. The yield is 0.950. The product is [Br:20][C:21]1[C:22]([C:38]2[CH:43]=[CH:42][CH:41]=[C:40]([OH:44])[CH:39]=2)=[C:23]([CH3:37])[C:24]([C:35]#[N:36])=[C:25]2[C:26]=1[O:27][C:29]([C:30]([CH3:32])([CH3:31])[CH3:33])=[N:28]2. (3) The reactants are C(OC([N:8]1[CH2:13][CH2:12][CH:11]([O:14][C:15]2[C:20]([F:21])=[CH:19][C:18]([C:22]3[CH2:27][CH2:26][C:25](=[O:28])[NH:24][N:23]=3)=[CH:17][C:16]=2[F:29])[CH2:10][CH2:9]1)=O)(C)(C)C.FC(F)(F)C(O)=O. The catalyst is C(Cl)Cl. The product is [F:21][C:20]1[CH:19]=[C:18]([C:22]2[CH2:27][CH2:26][C:25](=[O:28])[NH:24][N:23]=2)[CH:17]=[C:16]([F:29])[C:15]=1[O:14][CH:11]1[CH2:12][CH2:13][NH:8][CH2:9][CH2:10]1. The yield is 1.00. (4) The reactants are [CH3:1][O:2][C:3]1[CH:4]=[C:5]([CH:9]=[CH:10][CH:11]=1)[C:6]([OH:8])=[O:7].OS(O)(=O)=O.[CH3:17]O. No catalyst specified. The product is [CH3:1][O:2][C:3]1[CH:4]=[C:5]([CH:9]=[CH:10][CH:11]=1)[C:6]([O:8][CH3:17])=[O:7]. The yield is 0.960. (5) The reactants are [C@H:1]1([OH:8])[CH2:6][CH2:5][C@@H:4]([OH:7])[CH2:3][CH2:2]1.[C:9]([Si:13](Cl)([CH3:15])[CH3:14])([CH3:12])([CH3:11])[CH3:10].C(N(CC)CC)C. The catalyst is CN(C)C=O.CN(C)C1C=CN=CC=1.C(OCC)(=O)C. The product is [Si:13]([O:7][C@@H:4]1[CH2:5][CH2:6][C@H:1]([OH:8])[CH2:2][CH2:3]1)([C:9]([CH3:12])([CH3:11])[CH3:10])([CH3:15])[CH3:14]. The yield is 0.424. (6) The reactants are [NH2:1][CH:2]([CH:7]([O:9][CH2:10][C:11]1[CH:16]=[CH:15][CH:14]=[CH:13][CH:12]=1)[CH3:8])[C:3]([NH:5][CH3:6])=[O:4].[Cl-].[CH2:18]([O:20][C:21]([CH2:23][CH:24]([CH2:28][CH:29]([CH3:31])[CH3:30])[C:25](O)=[O:26])=[O:22])[CH3:19].C1C=CC2N(O)N=NC=2C=1.C(Cl)CCl.CN1CCOCC1. No catalyst specified. The product is [CH3:6][NH:5][C:3]([C@@H:2]([NH:1][C:25]([CH:24]([CH2:28][CH:29]([CH3:30])[CH3:31])[CH2:23][C:21]([O:20][CH2:18][CH3:19])=[O:22])=[O:26])[C@H:7]([O:9][CH2:10][C:11]1[CH:12]=[CH:13][CH:14]=[CH:15][CH:16]=1)[CH3:8])=[O:4]. The yield is 0.810. (7) The reactants are BrC1C=C(C=CC=1)C(NC(C1N=NC(NC2C=C(OC)C(OC)=C(OC)C=2)=NC=1)C)=O.[NH2:32][CH:33]([C:35]1[N:40]=[N:39][C:38]([NH:41][C:42]2[CH:47]=[C:46]([O:48][CH3:49])[C:45]([O:50][CH3:51])=[C:44]([O:52][CH3:53])[CH:43]=2)=[N:37][CH:36]=1)[CH3:34].[N+:54]([C:57]1[NH:61][C:60]([C:62](O)=[O:63])=[CH:59][CH:58]=1)([O-:56])=[O:55].C(N(C(C)C)CC)(C)C.F[P-](F)(F)(F)(F)F.N1(OC(N(C)C)=[N+](C)C)C2N=CC=CC=2N=N1. The catalyst is CN(C)C=O. The product is [N+:54]([C:57]1[NH:61][C:60]([C:62]([NH:32][CH:33]([C:35]2[N:40]=[N:39][C:38]([NH:41][C:42]3[CH:43]=[C:44]([O:52][CH3:53])[C:45]([O:50][CH3:51])=[C:46]([O:48][CH3:49])[CH:47]=3)=[N:37][CH:36]=2)[CH3:34])=[O:63])=[CH:59][CH:58]=1)([O-:56])=[O:55]. The yield is 0.750. (8) The reactants are [Br:1][C:2]1[CH:7]=[CH:6][C:5](I)=[CH:4][CH:3]=1.[Cl-].[Li+].C([Mg]Cl)(C)C.[CH3:16][CH:17]([CH3:21])[CH2:18][CH:19]=[O:20]. The catalyst is O1CCCC1. The product is [Br:1][C:2]1[CH:7]=[CH:6][C:5]([CH:19]([OH:20])[CH2:18][CH:17]([CH3:21])[CH3:16])=[CH:4][CH:3]=1. The yield is 0.790. (9) The reactants are CN(P(N(C)C)(N(C)C)=O)C.[CH2:12]([O:19][C:20]([CH:22]1[CH2:27][CH2:26][C:25](=O)[CH2:24][CH2:23]1)=[O:21])[C:13]1[CH:18]=[CH:17][CH:16]=[CH:15][CH:14]=1.[C:29](Br)(Br)([F:31])[F:30].O. The catalyst is C1COCC1. The product is [CH2:12]([O:19][C:20]([CH:22]1[CH2:27][CH2:26][C:25](=[C:29]([F:31])[F:30])[CH2:24][CH2:23]1)=[O:21])[C:13]1[CH:18]=[CH:17][CH:16]=[CH:15][CH:14]=1. The yield is 0.0900.